Dataset: Experimentally validated miRNA-target interactions with 360,000+ pairs, plus equal number of negative samples. Task: Binary Classification. Given a miRNA mature sequence and a target amino acid sequence, predict their likelihood of interaction. (1) The miRNA is hsa-let-7i-3p with sequence CUGCGCAAGCUACUGCCUUGCU. The protein sequence of the target gene is MDFLLLGLCLHWLLRRPSGVVLCLLGACFQMLPAAPSGCPGQCRCEGRLLYCEALNLTEAPHNLSGLLGLSLRYNSLSELRAGQFTGLMQLTWLYLDHNHICSVQGDAFQKLRRVKELTLSSNQITELANTTFRPMPNLRSVDLSYNKLQALAPDLFHGLRKLTTLHMRANAIQFVPVRIFQDCRSLKFLDIGYNQLKSLARNSFAGLFKLTELHLEHNDLIKVNFAHFPRLISLHSLCLRRNKVAIVVSSLDWVWNLEKMDLSGNEIEYMEPHVFETVPYLQTLQLDSNRLTYIEPRIL.... Result: 0 (no interaction). (2) The miRNA is hsa-miR-3677-5p with sequence CAGUGGCCAGAGCCCUGCAGUG. The protein sequence of the target gene is MEMEQVNALCEELVKAVTVMMDPSSTQRYRLEALKFCEEFKEKCPICVPCGLKLAEKTQIAIVRHFGLQILEHVVKFRWNSMSRLEKVYLKNSVMELIANGTLRILEEENHIKDVLSRIVVEMIKREWPQHWPDMLMELDTLFRQGETQRELVMFILLRLAEDVVTFQTLPTQRRRDIQQTLTQNMERILNFLLNTLQENVNKYQQMKTDSSQEAEAQANCRVSVAALNTLAGYIDWVSLNHITAENCKLVETLCLLLNEQELQLGAAECLLIAVSRKGKLEDRKRLMILFGDVAMHYIL.... Result: 0 (no interaction). (3) The miRNA is hsa-miR-4756-3p with sequence CCAGAGAUGGUUGCCUUCCUAU. The protein sequence of the target gene is METQSTGTEDGFTPVTHRGGRRAKKRQAEQSSAAGQDGEAGRMDTEEARPAKRPVFPPLSGDQLLTGKEETRKIPVPGNRYTPLKENWMKIFTPIVEHLGLQIRFNLKSRNVEIRTCKDTKDVSALTKAADFVKAFVLGFQVEDALALIRLDDLFLESFEITDVKPLKGDHLSRAIGRIAGKGGKTKFTIENVTRTRIVLADVHVHILGSFQNIKMARTAICNLILGNPPSKVYGNIRAVASRSADRF. Result: 0 (no interaction).